This data is from Forward reaction prediction with 1.9M reactions from USPTO patents (1976-2016). The task is: Predict the product of the given reaction. (1) Given the reactants [N+:1]([C:4]1[CH:9]=[CH:8][CH:7]=[CH:6][C:5]=1[S:10](Cl)(=[O:12])=[O:11])([O-])=O.[CH3:14][O:15][C:16]1[CH:21]=[C:20]([NH2:22])[CH:19]=[C:18]([O:23][CH3:24])[N:17]=1.N1C=CC=CC=1.[O:31]1CCOC[CH2:32]1, predict the reaction product. The product is: [CH3:24][O:23][C:18]1[CH:19]=[C:20]([N:22]2[C:32](=[O:31])[NH:1][C:4]3[CH:9]=[CH:8][CH:7]=[CH:6][C:5]=3[S:10]2(=[O:12])=[O:11])[CH:21]=[C:16]([O:15][CH3:14])[N:17]=1. (2) The product is: [N+:16]([C:19]1[CH:20]=[CH:21][C:22]([C:23]([O:8][CH2:1][CH2:2][CH2:3][CH2:4][C@H:5]([OH:7])[CH3:6])=[O:24])=[CH:26][CH:27]=1)([O-:18])=[O:17]. Given the reactants [CH2:1]([OH:8])[CH2:2][CH2:3][CH2:4][C@H:5]([OH:7])[CH3:6].C(N(CC)CC)C.[N+:16]([C:19]1[CH:27]=[CH:26][C:22]([C:23](Cl)=[O:24])=[CH:21][CH:20]=1)([O-:18])=[O:17], predict the reaction product. (3) Given the reactants Cl[C:2]1[C:21]([C:22]2[N:26](C3CCCCO3)[N:25]=[CH:24][CH:23]=2)=[CH:20][C:5]([C:6]([NH:8][C:9]2[CH:14]=[CH:13][C:12]([O:15][C:16]([Cl:19])([F:18])[F:17])=[CH:11][CH:10]=2)=[O:7])=[CH:4][N:3]=1.[F:33][C:34]([F:43])([F:42])[CH2:35][N:36]1[CH2:41][CH2:40][NH:39][CH2:38][CH2:37]1, predict the reaction product. The product is: [Cl:19][C:16]([F:17])([F:18])[O:15][C:12]1[CH:11]=[CH:10][C:9]([NH:8][C:6](=[O:7])[C:5]2[CH:20]=[C:21]([C:22]3[NH:26][N:25]=[CH:24][CH:23]=3)[C:2]([N:39]3[CH2:38][CH2:37][N:36]([CH2:35][C:34]([F:42])([F:43])[F:33])[CH2:41][CH2:40]3)=[N:3][CH:4]=2)=[CH:14][CH:13]=1. (4) Given the reactants Br[C:2]1[CH:11]=[CH:10][CH:9]=[C:8]2[C:3]=1[CH:4]=[CH:5][C:6]([S:12]([N:15](CC1C=CC(OC)=CC=1OC)[C:16]1[S:20][N:19]=[CH:18][N:17]=1)(=[O:14])=[O:13])=[CH:7]2.CC1(C)C2C(=C(P(C3C=CC=CC=3)C3C=CC=CC=3)C=CC=2)OC2C(P(C3C=CC=CC=3)C3C=CC=CC=3)=CC=CC1=2.C(=O)([O-])[O-].[Cs+].[Cs+].[C:80]1([CH:86]2[CH2:90][CH2:89][CH2:88][NH:87]2)[CH:85]=[CH:84][CH:83]=[CH:82][CH:81]=1, predict the reaction product. The product is: [C:80]1([CH:86]2[CH2:90][CH2:89][CH2:88][N:87]2[C:2]2[CH:11]=[CH:10][CH:9]=[C:8]3[C:3]=2[CH:4]=[CH:5][C:6]([S:12]([NH:15][C:16]2[S:20][N:19]=[CH:18][N:17]=2)(=[O:14])=[O:13])=[CH:7]3)[CH:85]=[CH:84][CH:83]=[CH:82][CH:81]=1. (5) Given the reactants Cl.[O:2]1[CH2:7][CH2:6][N:5]([C:8]([C:10]2[N:11]=[C:12]([C:19]([F:22])([F:21])[F:20])[N:13]3[CH2:18][CH2:17][NH:16][CH2:15][C:14]=23)=[O:9])[CH2:4][CH2:3]1.C(=O)([O-])[O-].[K+].[K+], predict the reaction product. The product is: [O:2]1[CH2:7][CH2:6][N:5]([C:8]([C:10]2[N:11]=[C:12]([C:19]([F:21])([F:22])[F:20])[N:13]3[CH2:18][CH2:17][NH:16][CH2:15][C:14]=23)=[O:9])[CH2:4][CH2:3]1. (6) Given the reactants [F:1][C:2]1[C:3]([C:9]2[N:13]([CH:14]3[CH2:19][CH2:18][O:17][CH2:16][CH2:15]3)[C:12]([CH3:20])=[N:11][CH:10]=2)=[N:4][C:5]([NH2:8])=[N:6][CH:7]=1.Br[C:22]1[C:34]([F:35])=[CH:33][C:25]([CH2:26][N:27]2[CH2:32][CH2:31][O:30][CH2:29][CH2:28]2)=[C:24]([F:36])[CH:23]=1.CCC([O-])(C)C.[Na+], predict the reaction product. The product is: [F:35][C:34]1[CH:33]=[C:25]([CH2:26][N:27]2[CH2:28][CH2:29][O:30][CH2:31][CH2:32]2)[C:24]([F:36])=[CH:23][C:22]=1[NH:8][C:5]1[N:4]=[C:3]([C:9]2[N:13]([CH:14]3[CH2:19][CH2:18][O:17][CH2:16][CH2:15]3)[C:12]([CH3:20])=[N:11][CH:10]=2)[C:2]([F:1])=[CH:7][N:6]=1. (7) Given the reactants [Cl:1][C:2]1[CH:10]=[CH:9][CH:8]=[CH:7][C:3]=1[C:4]([OH:6])=O.[CH3:11][C:12]1[N:17]=[CH:16][C:15]([C:18]2([CH2:24][NH2:25])[CH2:23][CH2:22][O:21][CH2:20][CH2:19]2)=[CH:14][N:13]=1, predict the reaction product. The product is: [Cl:1][C:2]1[CH:10]=[CH:9][CH:8]=[CH:7][C:3]=1[C:4]([NH:25][CH2:24][C:18]1([C:15]2[CH:16]=[N:17][C:12]([CH3:11])=[N:13][CH:14]=2)[CH2:23][CH2:22][O:21][CH2:20][CH2:19]1)=[O:6]. (8) Given the reactants [NH:1]([C:6]([O:8][C:9]([CH3:12])([CH3:11])[CH3:10])=[O:7])[CH2:2][C:3]([OH:5])=O.CN(C(ON1N=NC2C=CC=CC1=2)=[N+](C)C)C.F[P-](F)(F)(F)(F)F.[OH:37][CH2:38][C:39]1([C:45]([O:47][CH3:48])=[O:46])[CH2:44][CH2:43][NH:42][CH2:41][CH2:40]1.CCN(C(C)C)C(C)C, predict the reaction product. The product is: [C:9]([O:8][C:6]([NH:1][CH2:2][C:3]([N:42]1[CH2:43][CH2:44][C:39]([CH2:38][OH:37])([C:45]([O:47][CH3:48])=[O:46])[CH2:40][CH2:41]1)=[O:5])=[O:7])([CH3:12])([CH3:11])[CH3:10]. (9) The product is: [F:42][C:43]([F:48])([F:47])[C:44]([OH:46])=[O:45].[Cl:1][C:2]1[CH:7]=[CH:6][CH:5]=[CH:4][C:3]=1[N:8]1[CH:12]([C:13]2[CH:18]=[CH:17][CH:16]=[C:15]([C:19]3[CH2:20][CH2:21][NH:22][CH2:23][CH:24]=3)[CH:14]=2)[CH2:11][C:10]([C:32]([C:38]([F:41])([F:39])[F:40])([C:34]([F:35])([F:36])[F:37])[OH:33])=[N:9]1. Given the reactants [Cl:1][C:2]1[CH:7]=[CH:6][CH:5]=[CH:4][C:3]=1[N:8]1[CH:12]([C:13]2[CH:18]=[CH:17][CH:16]=[C:15]([C:19]3[CH2:20][CH2:21][N:22](C(OC(C)(C)C)=O)[CH2:23][CH:24]=3)[CH:14]=2)[CH2:11][C:10]([C:32]([C:38]([F:41])([F:40])[F:39])([C:34]([F:37])([F:36])[F:35])[OH:33])=[N:9]1.[F:42][C:43]([F:48])([F:47])[C:44]([OH:46])=[O:45], predict the reaction product. (10) Given the reactants C1C=CC(P(C2C=CC3C(=CC=CC=3)C=2C2C3C(=CC=CC=3)C=CC=2P(C2C=CC=CC=2)C2C=CC=CC=2)C2C=CC=CC=2)=CC=1.I[C:48]1[C:49]2[C:50](=[CH:54][N:55]([CH2:57][C:58]3[CH:63]=[CH:62][C:61]([O:64][CH3:65])=[CH:60][CH:59]=3)[N:56]=2)[N:51]=[CH:52][CH:53]=1.[F:66][C:67]1[CH:72]=[CH:71][C:70]([F:73])=[CH:69][C:68]=1[C:74]1[CH:79]=[C:78]([NH2:80])[C:77]([CH3:81])=[CH:76][N:75]=1.CC([O-])(C)C.[Na+], predict the reaction product. The product is: [F:66][C:67]1[CH:72]=[CH:71][C:70]([F:73])=[CH:69][C:68]=1[C:74]1[CH:79]=[C:78]([NH:80][C:48]2[CH:53]=[CH:52][N:51]=[C:50]3[CH:49]=[N:56][N:55]([CH2:57][C:58]4[CH:59]=[CH:60][C:61]([O:64][CH3:65])=[CH:62][CH:63]=4)[C:54]=23)[C:77]([CH3:81])=[CH:76][N:75]=1.[F:66][C:67]1[CH:72]=[CH:71][C:70]([F:73])=[CH:69][C:68]=1[C:74]1[CH:79]=[C:78]([NH:80][C:48]2[C:49]3[C:50](=[CH:54][N:55]([CH2:57][C:58]4[CH:63]=[CH:62][C:61]([O:64][CH3:65])=[CH:60][CH:59]=4)[N:56]=3)[N:51]=[CH:52][CH:53]=2)[C:77]([CH3:81])=[CH:76][N:75]=1.